From a dataset of Peptide-MHC class I binding affinity with 185,985 pairs from IEDB/IMGT. Regression. Given a peptide amino acid sequence and an MHC pseudo amino acid sequence, predict their binding affinity value. This is MHC class I binding data. The peptide sequence is MGYELWPTK. The MHC is HLA-A03:01 with pseudo-sequence HLA-A03:01. The binding affinity (normalized) is 0.322.